This data is from Reaction yield outcomes from USPTO patents with 853,638 reactions. The task is: Predict the reaction yield, written as a fraction of the theoretical maximum amount of product (1.0 means a 100% yield; for example, 0.34 means a 34% yield). The reactants are Br[C:2]1[C:7](=[O:8])[N:6]([CH2:9][C:10]2[CH:15]=[CH:14][C:13]([C:16]3[C:17]([C:22]#[N:23])=[CH:18][CH:19]=[CH:20][CH:21]=3)=[CH:12][CH:11]=2)[C:5]([CH2:24][CH2:25][CH3:26])=[N:4][C:3]=1[CH2:27][CH3:28].[CH3:29][C:30]1([CH3:40])[CH2:34][C:33]2[CH:35]=[CH:36][CH:37]=[C:38]([OH:39])[C:32]=2[O:31]1.[OH-].[K+].CS(C)=O. The catalyst is C(OCC)(=O)C. The product is [CH3:29][C:30]1([CH3:40])[CH2:34][C:33]2[CH:35]=[CH:36][CH:37]=[C:38]([O:39][C:2]3[C:7](=[O:8])[N:6]([CH2:9][C:10]4[CH:15]=[CH:14][C:13]([C:16]5[C:17]([C:22]#[N:23])=[CH:18][CH:19]=[CH:20][CH:21]=5)=[CH:12][CH:11]=4)[C:5]([CH2:24][CH2:25][CH3:26])=[N:4][C:3]=3[CH2:27][CH3:28])[C:32]=2[O:31]1. The yield is 0.390.